This data is from Forward reaction prediction with 1.9M reactions from USPTO patents (1976-2016). The task is: Predict the product of the given reaction. (1) Given the reactants [Si:1]([O:8][C:9]1[CH:10]=[C:11]([OH:15])[CH:12]=[CH:13][CH:14]=1)([C:4]([CH3:7])([CH3:6])[CH3:5])([CH3:3])[CH3:2].N1C2C(=CC=CC=2O)C=CC=1.P([O-])([O-])([O-])=O.[K+].[K+].[K+].[NH2:35][C:36]1[C:47](Br)=[CH:46][C:39]2[N:40]([CH3:45])[C:41](=[O:44])[N:42]([CH3:43])[C:38]=2[CH:37]=1, predict the reaction product. The product is: [NH2:35][C:36]1[C:47]([O:15][C:11]2[CH:12]=[CH:13][CH:14]=[C:9]([O:8][Si:1]([C:4]([CH3:7])([CH3:6])[CH3:5])([CH3:3])[CH3:2])[CH:10]=2)=[CH:46][C:39]2[N:40]([CH3:45])[C:41](=[O:44])[N:42]([CH3:43])[C:38]=2[CH:37]=1. (2) Given the reactants [F:1][C:2]([F:21])([F:20])[C:3]1[CH:8]=[CH:7][C:6]([NH:9][C:10]2[C:11]3[CH2:19][CH2:18][NH:17][CH2:16][C:12]=3[N:13]=[CH:14][N:15]=2)=[CH:5][CH:4]=1.[C:22]1([CH3:31])[CH:27]=[CH:26][CH:25]=[CH:24][C:23]=1B(O)O.C(N(CC)CC)C, predict the reaction product. The product is: [F:21][C:2]([F:1])([F:20])[C:3]1[CH:4]=[CH:5][C:6]([NH:9][C:10]2[C:11]3[CH2:19][CH2:18][N:17]([C:23]4[CH:24]=[CH:25][CH:26]=[CH:27][C:22]=4[CH3:31])[CH2:16][C:12]=3[N:13]=[CH:14][N:15]=2)=[CH:7][CH:8]=1.